From a dataset of NCI-60 drug combinations with 297,098 pairs across 59 cell lines. Regression. Given two drug SMILES strings and cell line genomic features, predict the synergy score measuring deviation from expected non-interaction effect. (1) Drug 1: C1=CC(=CC=C1C#N)C(C2=CC=C(C=C2)C#N)N3C=NC=N3. Drug 2: C1=NNC2=C1C(=O)NC=N2. Cell line: RPMI-8226. Synergy scores: CSS=20.3, Synergy_ZIP=2.03, Synergy_Bliss=-0.882, Synergy_Loewe=9.58, Synergy_HSA=1.17. (2) Synergy scores: CSS=20.9, Synergy_ZIP=3.43, Synergy_Bliss=6.82, Synergy_Loewe=-3.10, Synergy_HSA=6.23. Drug 2: C1=NC2=C(N=C(N=C2N1C3C(C(C(O3)CO)O)F)Cl)N. Cell line: PC-3. Drug 1: CS(=O)(=O)C1=CC(=C(C=C1)C(=O)NC2=CC(=C(C=C2)Cl)C3=CC=CC=N3)Cl.